Dataset: Peptide-MHC class I binding affinity with 185,985 pairs from IEDB/IMGT. Task: Regression. Given a peptide amino acid sequence and an MHC pseudo amino acid sequence, predict their binding affinity value. This is MHC class I binding data. The peptide sequence is VVNYDNSTK. The MHC is HLA-A02:01 with pseudo-sequence HLA-A02:01. The binding affinity (normalized) is 0.